Dataset: Reaction yield outcomes from USPTO patents with 853,638 reactions. Task: Predict the reaction yield, written as a fraction of the theoretical maximum amount of product (1.0 means a 100% yield; for example, 0.34 means a 34% yield). (1) The reactants are [N:1]1([C:7]2[CH:12]=[C:11]([NH2:13])[CH:10]=[CH:9][N:8]=2)[CH2:6][CH2:5][O:4][CH2:3][CH2:2]1.C([O-])(=O)C.[Na+].[I:19]Cl.O. The catalyst is C(O)(=O)C. The product is [I:19][C:10]1[C:11]([NH2:13])=[CH:12][C:7]([N:1]2[CH2:2][CH2:3][O:4][CH2:5][CH2:6]2)=[N:8][CH:9]=1. The yield is 0.180. (2) The reactants are [H-].[Na+].C([C@:6]1([C:22]2[CH:27]=[CH:26][C:25]([F:28])=[CH:24][CH:23]=2)[CH2:11][CH2:10][N:9]([C@H](C2C=CC(Br)=CC=2)C)[C:8](=[O:21])[NH:7]1)C=C.[CH3:29]I. The catalyst is C1COCC1. The product is [F:28][C:25]1[CH:24]=[CH:23][C:22]([CH:6]2[CH2:11][CH2:10][NH:9][C:8](=[O:21])[N:7]2[CH3:29])=[CH:27][CH:26]=1. The yield is 0.230. (3) The reactants are [Cl:1][C:2]1[CH:7]=[CH:6][C:5]([O:8]C)=[CH:4][C:3]=1[C:10]1[CH:36]=[C:35]([CH3:37])[C:13]2[N:14]=[C:15]([NH:18][C:19]3[CH:24]=[CH:23][C:22]([S:25]([N:28]4[CH2:33][CH2:32][N:31]([CH3:34])[CH2:30][CH2:29]4)(=[O:27])=[O:26])=[CH:21][CH:20]=3)[N:16]=[N:17][C:12]=2[CH:11]=1.B(Br)(Br)Br. The catalyst is C(Cl)Cl. The product is [Cl:1][C:2]1[CH:7]=[CH:6][C:5]([OH:8])=[CH:4][C:3]=1[C:10]1[CH:36]=[C:35]([CH3:37])[C:13]2[N:14]=[C:15]([NH:18][C:19]3[CH:20]=[CH:21][C:22]([S:25]([N:28]4[CH2:29][CH2:30][N:31]([CH3:34])[CH2:32][CH2:33]4)(=[O:26])=[O:27])=[CH:23][CH:24]=3)[N:16]=[N:17][C:12]=2[CH:11]=1. The yield is 0.400. (4) The reactants are [O:1]1[C:6]2[CH:7]=[CH:8][C:9]([OH:11])=[CH:10][C:5]=2[O:4][CH2:3][CH2:2]1.C([Mg]Cl)(C)C.[F:17][C:18]1[CH:19]=[CH:20][CH:21]=[C:22]2[C:26]=1[N:25]([CH:27]([C:34]1[CH:39]=[CH:38][CH:37]=[CH:36][CH:35]=1)[C:28]1[CH:33]=[CH:32][CH:31]=[CH:30][CH:29]=1)[C:24](=[O:40])[C:23]2=[O:41].ClCCl. The catalyst is O1CCCC1. The product is [C:34]1([CH:27]([C:28]2[CH:33]=[CH:32][CH:31]=[CH:30][CH:29]=2)[N:25]2[C:26]3[C:22](=[CH:21][CH:20]=[CH:19][C:18]=3[F:17])[C:23]([OH:41])([C:8]3[C:9]([OH:11])=[CH:10][C:5]4[O:4][CH2:3][CH2:2][O:1][C:6]=4[CH:7]=3)[C:24]2=[O:40])[CH:35]=[CH:36][CH:37]=[CH:38][CH:39]=1. The yield is 0.840. (5) The reactants are Cl[CH2:2][C:3]1[CH:22]=[CH:21][C:6]([CH2:7][C:8]2[N:12]([CH2:13][CH3:14])[C:11]([C:15]([O:17][CH2:18][CH3:19])=[O:16])=[CH:10][C:9]=2[CH3:20])=[CH:5][CH:4]=1.[NH:23]1[CH:28]=[CH:27][CH:26]=[CH:25][C:24]1=[O:29].C(=O)([O-])[O-].[K+].[K+]. The catalyst is CC#N. The product is [CH2:13]([N:12]1[C:8]([CH2:7][C:6]2[CH:21]=[CH:22][C:3]([CH2:2][N:23]3[CH:28]=[CH:27][CH:26]=[CH:25][C:24]3=[O:29])=[CH:4][CH:5]=2)=[C:9]([CH3:20])[CH:10]=[C:11]1[C:15]([O:17][CH2:18][CH3:19])=[O:16])[CH3:14]. The yield is 0.830. (6) The reactants are [F:1][C:2]1[CH:7]=[C:6]([CH3:8])[CH:5]=[CH:4][C:3]=1[NH:9][C:10]1[C:19]2[C:14](=[CH:15][C:16]([O:26][CH3:27])=[C:17]([CH:20]3[CH2:25][CH2:24][NH:23][CH2:22][CH2:21]3)[CH:18]=2)[N:13]=[N:12][C:11]=1[C:28]([NH2:30])=[O:29].C(N(CC)C(C)C)(C)C.FC(F)(F)S(O[CH2:46][CH:47]([F:49])[F:48])(=O)=O. The catalyst is C(Cl)Cl. The product is [F:48][CH:47]([F:49])[CH2:46][N:23]1[CH2:24][CH2:25][CH:20]([C:17]2[CH:18]=[C:19]3[C:14](=[CH:15][C:16]=2[O:26][CH3:27])[N:13]=[N:12][C:11]([C:28]([NH2:30])=[O:29])=[C:10]3[NH:9][C:3]2[CH:4]=[CH:5][C:6]([CH3:8])=[CH:7][C:2]=2[F:1])[CH2:21][CH2:22]1. The yield is 0.150. (7) The reactants are C1(P(C2C=CC=CC=2)C2C3OC4C(=CC=CC=4P(C4C=CC=CC=4)C4C=CC=CC=4)C(C)(C)C=3C=CC=2)C=CC=CC=1.[NH2:43][C:44]1[CH:53]=[C:52]2[C:47]([CH2:48][CH2:49][N:50](C(OC(C)(C)C)=O)[CH2:51]2)=[CH:46][CH:45]=1.Cl[C:62]1[N:67]=[C:66]([NH:68][C:69]2(C(OC(C)(C)C)=O)[CH:73]=[C:72]([CH3:74])[N:71]=[N:70]2)[CH:65]=[N:64][CH:63]=1.C(=O)([O-])[O-].[K+].[K+]. The catalyst is O1CCOCC1.CS(C)=O.C([O-])(=O)C.[Pd+2].C([O-])(=O)C. The product is [CH3:74][C:72]1[NH:71][N:70]=[C:69]([NH:68][C:66]2[CH:65]=[N:64][CH:63]=[C:62]([NH:43][C:44]3[CH:53]=[C:52]4[C:47]([CH2:48][CH2:49][NH:50][CH2:51]4)=[CH:46][CH:45]=3)[N:67]=2)[CH:73]=1. The yield is 0.410. (8) The reactants are I[C:2]1[CH:7]=[CH:6][CH:5]=[CH:4][C:3]=1[CH3:8].[CH:9]([C:12]1[CH:17]=[CH:16][CH:15]=[CH:14][C:13]=1[SH:18])([CH3:11])[CH3:10].C([O-])([O-])=O.[K+].[K+].C(O)CO. The catalyst is [Cu]I.CC(O)C. The product is [CH:9]([C:12]1[CH:17]=[CH:16][CH:15]=[CH:14][C:13]=1[S:18][C:2]1[C:3]([CH3:8])=[CH:4][CH:5]=[CH:6][CH:7]=1)([CH3:11])[CH3:10]. The yield is 0.880.